From a dataset of Peptide-MHC class I binding affinity with 185,985 pairs from IEDB/IMGT. Regression. Given a peptide amino acid sequence and an MHC pseudo amino acid sequence, predict their binding affinity value. This is MHC class I binding data. (1) The peptide sequence is CPFLFLIVL. The MHC is HLA-B51:01 with pseudo-sequence HLA-B51:01. The binding affinity (normalized) is 0. (2) The peptide sequence is VPMVTQMAM. The MHC is HLA-B53:01 with pseudo-sequence HLA-B53:01. The binding affinity (normalized) is 0.588. (3) The peptide sequence is TLMAAILAY. The MHC is HLA-A01:01 with pseudo-sequence HLA-A01:01. The binding affinity (normalized) is 0.285. (4) The peptide sequence is GLAEKPNDY. The MHC is HLA-A26:01 with pseudo-sequence HLA-A26:01. The binding affinity (normalized) is 0.0847. (5) The peptide sequence is RLVEEFFNR. The MHC is HLA-A68:01 with pseudo-sequence HLA-A68:01. The binding affinity (normalized) is 0.688.